Predict which catalyst facilitates the given reaction. From a dataset of Catalyst prediction with 721,799 reactions and 888 catalyst types from USPTO. (1) Reactant: CC1(C)[O:6][C@@H:5]([C@@H:7]([OH:26])[C@:8]([F:25])([CH3:24])[C:9](N2[C@@H](CC3C=CC=CC=3)COC2=O)=[O:10])[CH2:4][O:3]1.OO.O.[OH-].[Li+].S([O-])([O-])=O.[Na+].[Na+].Cl. Product: [F:25][C@:8]1([CH3:24])[C@H:7]([OH:26])[CH:5]([CH2:4][OH:3])[O:6][C:9]1=[O:10]. The catalyst class is: 90. (2) Reactant: [Cl:1][C:2]1[CH:7]=[C:6]([Cl:8])[CH:5]=[C:4]([O:9]C)[C:3]=1[S:11]([NH:14][CH:15]([CH2:20][C:21]1[C:29]2[C:24](=[CH:25][CH:26]=[CH:27][CH:28]=2)[NH:23][CH:22]=1)[C:16]([F:19])([F:18])[F:17])(=[O:13])=[O:12].B(Br)(Br)Br. Product: [Cl:1][C:2]1[CH:7]=[C:6]([Cl:8])[CH:5]=[C:4]([OH:9])[C:3]=1[S:11]([NH:14][CH:15]([CH2:20][C:21]1[C:29]2[C:24](=[CH:25][CH:26]=[CH:27][CH:28]=2)[NH:23][CH:22]=1)[C:16]([F:18])([F:19])[F:17])(=[O:13])=[O:12]. The catalyst class is: 4. (3) Reactant: C(Cl)(=O)C(Cl)=O.[CH2:7]([C:14]1[CH:15]=[C:16]([CH2:21][CH:22]([O:26][CH2:27][CH3:28])[C:23]([OH:25])=[O:24])[CH:17]=[CH:18][C:19]=1[OH:20])[C:8]1[CH:13]=[CH:12][CH:11]=[CH:10][CH:9]=1.CN(C=O)C.[CH2:34](O)[C:35]1[CH:40]=[CH:39][CH:38]=[CH:37][CH:36]=1. Product: [CH2:34]([O:24][C:23](=[O:25])[CH:22]([O:26][CH2:27][CH3:28])[CH2:21][C:16]1[CH:17]=[CH:18][C:19]([OH:20])=[C:14]([CH2:7][C:8]2[CH:13]=[CH:12][CH:11]=[CH:10][CH:9]=2)[CH:15]=1)[C:35]1[CH:40]=[CH:39][CH:38]=[CH:37][CH:36]=1. The catalyst class is: 2.